Dataset: Reaction yield outcomes from USPTO patents with 853,638 reactions. Task: Predict the reaction yield, written as a fraction of the theoretical maximum amount of product (1.0 means a 100% yield; for example, 0.34 means a 34% yield). (1) The reactants are Br[C:2]1([C:8]([OH:10])=[O:9])[CH:7]=[CH:6][CH:5]=[CH:4][NH:3]1.C([O-])([O-])=O.[Na+].[Na+].[F:17][C:18]1[CH:23]=[CH:22][C:21](B2OCC(C)(C)CO2)=[CH:20][CH:19]=1.CCO. The catalyst is COCCOC.C1C=CC([P]([Pd]([P](C2C=CC=CC=2)(C2C=CC=CC=2)C2C=CC=CC=2)([P](C2C=CC=CC=2)(C2C=CC=CC=2)C2C=CC=CC=2)[P](C2C=CC=CC=2)(C2C=CC=CC=2)C2C=CC=CC=2)(C2C=CC=CC=2)C2C=CC=CC=2)=CC=1. The product is [F:17][C:18]1[CH:23]=[CH:22][C:21]([C:4]2[N:3]=[C:2]([C:8]([OH:10])=[O:9])[CH:7]=[CH:6][CH:5]=2)=[CH:20][CH:19]=1. The yield is 0.400. (2) The reactants are [CH:1]([CH:3]=O)=[O:2].[CH2:5]([NH:7][C:8]([CH3:14])([CH3:13])[C:9]([CH3:12])([OH:11])[CH3:10])[CH3:6]. The catalyst is C1(C)C=CC=CC=1. The product is [CH2:5]([N:7]1[C:8]([CH3:14])([CH3:13])[C:9]([CH3:12])([CH3:10])[O:11][C:1](=[O:2])[CH2:3]1)[CH3:6]. The yield is 0.510. (3) The reactants are [CH:1]([S:4]([C:7]1[CH:34]=[CH:33][C:10]([CH2:11][NH:12][C:13]([C:15]2[C:16](=[O:32])[N:17]([C:22]3[CH:27]=[CH:26][CH:25]=[C:24]([C:28]([F:31])([F:30])[F:29])[CH:23]=3)[C:18]([CH3:21])=[CH:19][CH:20]=2)=[O:14])=[CH:9][CH:8]=1)(=[O:6])=[O:5])([CH3:3])[CH3:2].C(O)(C(F)(F)F)=O.[I:42]N1C(=O)CCC1=O. The catalyst is C(Cl)Cl. The product is [I:42][C:19]1[CH:20]=[C:15]([C:13]([NH:12][CH2:11][C:10]2[CH:9]=[CH:8][C:7]([S:4]([CH:1]([CH3:3])[CH3:2])(=[O:5])=[O:6])=[CH:34][CH:33]=2)=[O:14])[C:16](=[O:32])[N:17]([C:22]2[CH:27]=[CH:26][CH:25]=[C:24]([C:28]([F:31])([F:30])[F:29])[CH:23]=2)[C:18]=1[CH3:21]. The yield is 0.980. (4) The reactants are [F:1][C:2]1[C:3]([CH3:26])=[C:4]([C@:8]2([C:14]([O:16][CH2:17][C:18]3[CH:23]=[CH:22][C:21]([O:24][CH3:25])=[CH:20][CH:19]=3)=[O:15])[CH2:12][CH2:11][C:10](=[O:13])[CH2:9]2)[CH:5]=[CH:6][CH:7]=1.C[Si]([N-][Si](C)(C)C)(C)C.[K+].[F:37][C:38]([F:58])([F:57])[S:39](N(C1C=CC(Cl)=CN=1)[S:39]([C:38]([F:58])([F:57])[F:37])(=[O:41])=[O:40])(=[O:41])=[O:40]. The catalyst is C1COCC1. The product is [F:1][C:2]1[C:3]([CH3:26])=[C:4]([C@:8]2([C:14]([O:16][CH2:17][C:18]3[CH:19]=[CH:20][C:21]([O:24][CH3:25])=[CH:22][CH:23]=3)=[O:15])[CH2:12][CH2:11][C:10]([O:13][S:39]([C:38]([F:58])([F:57])[F:37])(=[O:41])=[O:40])=[CH:9]2)[CH:5]=[CH:6][CH:7]=1. The yield is 0.750. (5) The product is [C:55]([C:38]1[CH:37]=[C:36]([NH:35][C:34]([NH:29][C@@H:22]2[C:23]3[C:28](=[CH:27][CH:26]=[CH:25][CH:24]=3)[C@H:19]([O:18][C:15]3[CH:16]=[CH:17][C:12]4[N:13]([C:9]([N:3]5[C@H:2]([CH3:1])[CH2:7][CH2:6][CH2:5][C@@H:4]5[CH3:8])=[N:10][N:11]=4)[CH:14]=3)[CH2:20][CH2:21]2)=[O:33])[N:40]([C:41]2[CH:42]=[N:43][N:44]([CH2:46][CH2:47][O:48][CH:49]3[CH2:54][CH2:53][CH2:52][CH2:51][O:50]3)[CH:45]=2)[N:39]=1)([CH3:58])([CH3:56])[CH3:57]. The catalyst is O1CCOCC1. The yield is 0.950. The reactants are [CH3:1][C@H:2]1[CH2:7][CH2:6][CH2:5][C@@H:4]([CH3:8])[N:3]1[C:9]1[N:13]2[CH:14]=[C:15]([O:18][C@H:19]3[C:28]4[C:23](=[CH:24][CH:25]=[CH:26][CH:27]=4)[C@@H:22]([NH2:29])[CH2:21][CH2:20]3)[CH:16]=[CH:17][C:12]2=[N:11][N:10]=1.ClC(Cl)(Cl)C[O:33][C:34](=O)[NH:35][C:36]1[N:40]([C:41]2[CH:42]=[N:43][N:44]([CH2:46][CH2:47][O:48][CH:49]3[CH2:54][CH2:53][CH2:52][CH2:51][O:50]3)[CH:45]=2)[N:39]=[C:38]([C:55]([CH3:58])([CH3:57])[CH3:56])[CH:37]=1.CCN(C(C)C)C(C)C. (6) The reactants are [N:1]([C:4]1[CH:8]=[CH:7][S:6][C:5]=1[C:9]([OH:11])=[O:10])=[N+:2]=[N-:3].Br[CH2:13][CH:14]([CH3:16])[CH3:15].C(=O)([O-])[O-].[Cs+].[Cs+]. The catalyst is CN(C=O)C.O. The product is [CH2:13]([O:10][C:9]([C:5]1[S:6][CH:7]=[CH:8][C:4]=1[N:1]=[N+:2]=[N-:3])=[O:11])[CH:14]([CH3:16])[CH3:15]. The yield is 0.770. (7) The reactants are [F:1][C:2]([F:29])([F:28])[C:3]1[CH:4]=[C:5]([NH:13][C:14](=[O:27])[C:15]2[CH:20]=[C:19]([S:21](=[O:24])(=[O:23])[NH2:22])[CH:18]=[CH:17][C:16]=2[O:25][CH3:26])[CH:6]=[C:7]([C:9]([F:12])([F:11])[F:10])[CH:8]=1.CO[CH:32]1[CH2:36][CH2:35][CH:34](OC)O1.C(O)(=O)C. The catalyst is O. The product is [F:29][C:2]([F:1])([F:28])[C:3]1[CH:4]=[C:5]([NH:13][C:14](=[O:27])[C:15]2[CH:20]=[C:19]([S:21]([N:22]3[CH:32]=[CH:36][CH:35]=[CH:34]3)(=[O:23])=[O:24])[CH:18]=[CH:17][C:16]=2[O:25][CH3:26])[CH:6]=[C:7]([C:9]([F:12])([F:10])[F:11])[CH:8]=1. The yield is 0.886. (8) The reactants are [CH3:1][O:2][C:3]1[CH:12]=[CH:11][CH:10]=[C:9]2[C:4]=1[CH2:5][CH2:6][C@H:7]([CH3:13])[NH:8]2.ClCCl.[CH:17]1([C:20](Cl)=[O:21])[CH2:19][CH2:18]1. The catalyst is N1C=CC=CC=1. The product is [CH:17]1([C:20]([N:8]2[C:9]3[C:4](=[C:3]([O:2][CH3:1])[CH:12]=[CH:11][CH:10]=3)[CH2:5][CH2:6][C@@H:7]2[CH3:13])=[O:21])[CH2:19][CH2:18]1. The yield is 0.980. (9) The reactants are [NH2:1][C:2]1[CH:30]=[CH:29][C:5]2[NH:6][C:7]([C:12]3[C:13](=[O:28])[N:14]([CH2:23][CH2:24][CH:25]([CH3:27])[CH3:26])[C:15]4[C:20]([C:21]=3[OH:22])=[CH:19][CH:18]=[CH:17][N:16]=4)=[N:8][S:9](=[O:11])(=[O:10])[C:4]=2[CH:3]=1.[CH2:31]([S:34](Cl)(=[O:36])=[O:35])[CH2:32][CH3:33]. The catalyst is N1C=CC=CC=1. The product is [OH:22][C:21]1[C:20]2[C:15](=[N:16][CH:17]=[CH:18][CH:19]=2)[N:14]([CH2:23][CH2:24][CH:25]([CH3:27])[CH3:26])[C:13](=[O:28])[C:12]=1[C:7]1[NH:6][C:5]2[CH:29]=[CH:30][C:2]([NH:1][S:34]([CH2:31][CH2:32][CH3:33])(=[O:36])=[O:35])=[CH:3][C:4]=2[S:9](=[O:11])(=[O:10])[N:8]=1. The yield is 0.110.